From a dataset of Reaction yield outcomes from USPTO patents with 853,638 reactions. Predict the reaction yield, written as a fraction of the theoretical maximum amount of product (1.0 means a 100% yield; for example, 0.34 means a 34% yield). (1) The product is [F:1][C:2]1[CH:32]=[CH:31][C:5]([CH2:6][NH:7][C:8]([C:10]2[N:11]=[C:12]3[N:17]([C:18](=[O:28])[C:19]=2[O:20][CH2:21][C:22]2[CH:27]=[CH:26][CH:25]=[CH:24][CH:23]=2)[CH2:16][CH2:15][O:14][C:13]3([CH3:30])[CH3:29])=[O:9])=[C:4]([C:41]2[C:36]([O:35][CH3:34])=[N:37][CH:38]=[CH:39][CH:40]=2)[CH:3]=1. The reactants are [F:1][C:2]1[CH:32]=[CH:31][C:5]([CH2:6][NH:7][C:8]([C:10]2[N:11]=[C:12]3[N:17]([C:18](=[O:28])[C:19]=2[O:20][CH2:21][C:22]2[CH:27]=[CH:26][CH:25]=[CH:24][CH:23]=2)[CH2:16][CH2:15][O:14][C:13]3([CH3:30])[CH3:29])=[O:9])=[C:4](I)[CH:3]=1.[CH3:34][O:35][C:36]1[C:41](B(O)O)=[CH:40][CH:39]=[CH:38][N:37]=1.C(=O)([O-])[O-].[Na+].[Na+]. The catalyst is C(#N)C.O.C1C=CC([P]([Pd]([P](C2C=CC=CC=2)(C2C=CC=CC=2)C2C=CC=CC=2)([P](C2C=CC=CC=2)(C2C=CC=CC=2)C2C=CC=CC=2)[P](C2C=CC=CC=2)(C2C=CC=CC=2)C2C=CC=CC=2)(C2C=CC=CC=2)C2C=CC=CC=2)=CC=1. The yield is 0.720. (2) The catalyst is O1CCOCC1.CC([O-])=O.CC([O-])=O.[Pd+2]. The reactants are Cl[C:2]1[CH:3]=[CH:4][C:5]2[O:14][CH2:13][CH2:12][C:11]3[CH:10]=[C:9]([C:15]4[N:16]([C:20]5[CH:25]=[CH:24][C:23]([F:26])=[CH:22][C:21]=5[F:27])[N:17]=[CH:18][N:19]=4)[S:8][C:7]=3[C:6]=2[N:28]=1.[N:29]1([CH2:35][CH2:36][NH2:37])[CH2:34][CH2:33][O:32][CH2:31][CH2:30]1.C(N1CCN2CCN(CCCC)P1N(CCCC)CC2)CCC.CC(C)([O-])C. The yield is 0.130. The product is [F:27][C:21]1[CH:22]=[C:23]([F:26])[CH:24]=[CH:25][C:20]=1[N:16]1[C:15]([C:9]2[S:8][C:7]3[C:6]4[N:28]=[C:2]([NH:37][CH2:36][CH2:35][N:29]5[CH2:34][CH2:33][O:32][CH2:31][CH2:30]5)[CH:3]=[CH:4][C:5]=4[O:14][CH2:13][CH2:12][C:11]=3[CH:10]=2)=[N:19][CH:18]=[N:17]1.